From a dataset of Peptide-MHC class I binding affinity with 185,985 pairs from IEDB/IMGT. Regression. Given a peptide amino acid sequence and an MHC pseudo amino acid sequence, predict their binding affinity value. This is MHC class I binding data. The peptide sequence is MSFQGRGVF. The MHC is SLA-10401 with pseudo-sequence SLA-10401. The binding affinity (normalized) is 0.423.